This data is from Reaction yield outcomes from USPTO patents with 853,638 reactions. The task is: Predict the reaction yield, written as a fraction of the theoretical maximum amount of product (1.0 means a 100% yield; for example, 0.34 means a 34% yield). The reactants are [CH3:1][S:2](Cl)(=[O:4])=[O:3].[Cl:6][C:7]1[CH:8]=[CH:9][C:10]([S:37]([CH2:40][CH3:41])(=[O:39])=[O:38])=[C:11]([CH:36]=1)[CH2:12][N:13]1[C:22](=[O:23])[C:21]2[C:16](=[CH:17][C:18]([CH2:28][N:29]3[CH2:34][CH2:33][NH:32][CH2:31][CH2:30]3)=[C:19]([C:24]([F:27])([F:26])[F:25])[CH:20]=2)[NH:15][C:14]1=[O:35]. The catalyst is C(Cl)Cl.N1C=CC=CC=1. The product is [Cl:6][C:7]1[CH:8]=[CH:9][C:10]([S:37]([CH2:40][CH3:41])(=[O:38])=[O:39])=[C:11]([CH:36]=1)[CH2:12][N:13]1[C:22](=[O:23])[C:21]2[C:16](=[CH:17][C:18]([CH2:28][N:29]3[CH2:34][CH2:33][N:32]([S:2]([CH3:1])(=[O:4])=[O:3])[CH2:31][CH2:30]3)=[C:19]([C:24]([F:27])([F:25])[F:26])[CH:20]=2)[NH:15][C:14]1=[O:35]. The yield is 0.640.